From a dataset of Forward reaction prediction with 1.9M reactions from USPTO patents (1976-2016). Predict the product of the given reaction. (1) Given the reactants C([Li])CCC.[O:6]1[CH:10]=[CH:9][C:8]([NH:11][C:12](=[O:18])[O:13][C:14]([CH3:17])([CH3:16])[CH3:15])=[CH:7]1.[C:19](=[O:21])=[O:20], predict the reaction product. The product is: [C:14]([O:13][C:12]([NH:11][C:8]1[CH:9]=[CH:10][O:6][C:7]=1[C:19]([OH:21])=[O:20])=[O:18])([CH3:15])([CH3:17])[CH3:16]. (2) Given the reactants C([O:3][C:4](=[O:20])[C@@H:5]([O:18][CH3:19])[CH2:6][C:7]1[CH:12]=[CH:11][C:10]([O:13][CH2:14][CH2:15][CH2:16]Br)=[CH:9][CH:8]=1)C.C[O:22][C:23](=[O:31])[C:24]1[CH:29]=[CH:28][CH:27]=[C:26]([OH:30])[CH:25]=1.CO[C@@H](CC1C=CC(OCCCOC2C=CC=CC=2)=CC=1)C(O)=O, predict the reaction product. The product is: [C:4]([C@@H:5]([O:18][CH3:19])[CH2:6][C:7]1[CH:8]=[CH:9][C:10]([O:13][CH2:14][CH2:15][CH2:16][O:30][C:26]2[CH:25]=[C:24]([CH:29]=[CH:28][CH:27]=2)[C:23]([OH:31])=[O:22])=[CH:11][CH:12]=1)([OH:3])=[O:20]. (3) Given the reactants [CH2:1]([NH:8][C:9]1[C:14]2=[C:15]([C:18]3[CH:23]=[CH:22][CH:21]=[CH:20][CH:19]=3)[CH:16]=[CH:17][N:13]2[N:12]=[C:11]([C:24]2[CH:25]=[N:26][CH:27]=[C:28]([CH:32]=2)[C:29]([OH:31])=O)[N:10]=1)[C:2]1[CH:7]=[CH:6][CH:5]=[CH:4][CH:3]=1.CN(C(ON1N=NC2C=CC=NC1=2)=[N+](C)C)C.F[P-](F)(F)(F)(F)F.[NH2:57][CH:58]([CH2:63][S:64](=[O:67])(=[O:66])[NH2:65])[C:59]([O:61][CH3:62])=[O:60], predict the reaction product. The product is: [CH2:1]([NH:8][C:9]1[C:14]2=[C:15]([C:18]3[CH:19]=[CH:20][CH:21]=[CH:22][CH:23]=3)[CH:16]=[CH:17][N:13]2[N:12]=[C:11]([C:24]2[CH:25]=[N:26][CH:27]=[C:28]([CH:32]=2)[C:29]([NH:57][CH:58]([CH2:63][S:64](=[O:67])(=[O:66])[NH2:65])[C:59]([O:61][CH3:62])=[O:60])=[O:31])[N:10]=1)[C:2]1[CH:3]=[CH:4][CH:5]=[CH:6][CH:7]=1. (4) Given the reactants COC1C=CC(C[N:8](CC2C=CC(OC)=CC=2)[C:9]2[N:14]=[C:13]([CH3:15])[N:12]=[C:11]([C:16]3[CH:17]=[C:18]([CH2:31][N:32]4[CH2:37][CH2:36][N:35]([S:38]([N:41]([CH3:43])[CH3:42])(=[O:40])=[O:39])[CH2:34][CH2:33]4)[CH:19]=[N:20][C:21]=3[NH:22][C:23]3[CH:24]=[N:25][C:26]([O:29][CH3:30])=[CH:27][CH:28]=3)[N:10]=2)=CC=1.FC(F)(F)C(O)=O.FC(F)(F)S(O)(=O)=O.CO, predict the reaction product. The product is: [NH2:8][C:9]1[N:14]=[C:13]([CH3:15])[N:12]=[C:11]([C:16]2[CH:17]=[C:18]([CH2:31][N:32]3[CH2:33][CH2:34][N:35]([S:38]([N:41]([CH3:43])[CH3:42])(=[O:40])=[O:39])[CH2:36][CH2:37]3)[CH:19]=[N:20][C:21]=2[NH:22][C:23]2[CH:24]=[N:25][C:26]([O:29][CH3:30])=[CH:27][CH:28]=2)[N:10]=1. (5) Given the reactants [H-].[Na+].[CH:3]1([CH:6]([OH:8])[CH3:7])[CH2:5][CH2:4]1.[Br:9][C:10]1[CH:15]=[CH:14][C:13](F)=[CH:12][CH:11]=1, predict the reaction product. The product is: [Br:9][C:10]1[CH:15]=[CH:14][C:13]([O:8][CH:6]([CH:3]2[CH2:5][CH2:4]2)[CH3:7])=[CH:12][CH:11]=1.